Predict the reactants needed to synthesize the given product. From a dataset of Full USPTO retrosynthesis dataset with 1.9M reactions from patents (1976-2016). (1) The reactants are: Cl[C:2]1[C:11]2[C:6](=[CH:7][C:8]([O:12][CH3:13])=[CH:9][CH:10]=2)[C:5]([C:14]2[CH:19]=[CH:18][CH:17]=[CH:16][CH:15]=2)=[C:4]([C:20]#[N:21])[N:3]=1.CO.[H][H]. Given the product [CH3:13][O:12][C:8]1[CH:7]=[C:6]2[C:11](=[CH:10][CH:9]=1)[CH:2]=[N:3][C:4]([C:20]#[N:21])=[C:5]2[C:14]1[CH:19]=[CH:18][CH:17]=[CH:16][CH:15]=1, predict the reactants needed to synthesize it. (2) Given the product [CH2:9]([O:11][C:12](=[O:19])[CH:13]([O:14][CH2:15][CH2:16][CH:17]=[CH2:18])[CH:24]([C:23]1[CH:22]=[C:21]([CH3:20])[C:28]([O:29][CH2:30][CH2:31][C:32]2[N:33]=[C:34]([C:38]3[CH:39]=[CH:40][CH:41]=[CH:42][CH:43]=3)[O:35][C:36]=2[CH3:37])=[C:27]([CH3:44])[CH:26]=1)[OH:25])[CH3:10], predict the reactants needed to synthesize it. The reactants are: [Li+].CC([N-]C(C)C)C.[CH2:9]([O:11][C:12](=[O:19])[CH2:13][O:14][CH2:15][CH2:16][CH:17]=[CH2:18])[CH3:10].[CH3:20][C:21]1[CH:22]=[C:23]([CH:26]=[C:27]([CH3:44])[C:28]=1[O:29][CH2:30][CH2:31][C:32]1[N:33]=[C:34]([C:38]2[CH:43]=[CH:42][CH:41]=[CH:40][CH:39]=2)[O:35][C:36]=1[CH3:37])[CH:24]=[O:25].